This data is from Full USPTO retrosynthesis dataset with 1.9M reactions from patents (1976-2016). The task is: Predict the reactants needed to synthesize the given product. (1) Given the product [ClH:22].[ClH:22].[NH2:1][C:2]1[N:6]([CH3:7])[N:5]=[CH:4][C:3]=1[CH2:8][CH2:9][CH2:10][NH2:11], predict the reactants needed to synthesize it. The reactants are: [NH2:1][C:2]1[N:6]([CH3:7])[N:5]=[CH:4][C:3]=1[CH2:8][CH2:9][CH2:10][N:11]1C(=O)C2=CC=CC=C2C1=O.[ClH:22]. (2) Given the product [C:1]([NH:4][CH2:5][C@@H:6]1[O:10][C:9](=[O:11])[N:8]([C:12]2[CH:17]=[CH:16][C:15]([NH:18][CH:20]=[O:21])=[C:14]([F:19])[CH:13]=2)[CH2:7]1)(=[O:3])[CH3:2], predict the reactants needed to synthesize it. The reactants are: [C:1]([NH:4][CH2:5][C@@H:6]1[O:10][C:9](=[O:11])[N:8]([C:12]2[CH:17]=[CH:16][C:15]([NH2:18])=[C:14]([F:19])[CH:13]=2)[CH2:7]1)(=[O:3])[CH3:2].[CH:20](OC1C=CC([N+]([O-])=O)=CC=1)=[O:21].C(C1C=CC=C(C(C)(C)C)N=1)(C)(C)C. (3) The reactants are: [OH:1][C@@:2]1([C:9]#[C:10][C:11]2[CH:12]=[C:13]([N:17]3[C:25]4[CH:24]=[CH:23][N:22]=[C:21]([NH:26][CH3:27])[C:20]=4[C:19]([C:28]([O:30]C)=O)=[N:18]3)[CH:14]=[CH:15][CH:16]=2)[CH2:6][CH2:5][N:4]([CH3:7])[C:3]1=[O:8].[NH3:32]. Given the product [OH:1][C@@:2]1([C:9]#[C:10][C:11]2[CH:12]=[C:13]([N:17]3[C:25]4[CH:24]=[CH:23][N:22]=[C:21]([NH:26][CH3:27])[C:20]=4[C:19]([C:28]([NH2:32])=[O:30])=[N:18]3)[CH:14]=[CH:15][CH:16]=2)[CH2:6][CH2:5][N:4]([CH3:7])[C:3]1=[O:8], predict the reactants needed to synthesize it. (4) Given the product [C:24]([O:28][C:29]([N:12]1[CH2:13][CH2:14][CH:15]2[CH2:16][N:8]([CH2:1][C:2]3[CH:7]=[CH:6][CH:5]=[CH:4][CH:3]=3)[CH2:9][CH:10]2[CH2:11]1)=[O:30])([CH3:27])([CH3:26])[CH3:25], predict the reactants needed to synthesize it. The reactants are: [CH2:1]([N:8]1[CH2:16][CH:15]2[CH:10]([CH2:11][NH:12][CH2:13][CH2:14]2)[CH2:9]1)[C:2]1[CH:7]=[CH:6][CH:5]=[CH:4][CH:3]=1.C(N(CC)CC)C.[C:24]([O:28][C:29](O[C:29]([O:28][C:24]([CH3:27])([CH3:26])[CH3:25])=[O:30])=[O:30])([CH3:27])([CH3:26])[CH3:25].